From a dataset of Catalyst prediction with 721,799 reactions and 888 catalyst types from USPTO. Predict which catalyst facilitates the given reaction. (1) Reactant: C[O:2][C:3]1[CH:11]=[CH:10][C:6]2[N:7]=[CH:8][NH:9][C:5]=2[CH:4]=1. The catalyst class is: 201. Product: [NH:7]1[C:6]2[CH:10]=[CH:11][C:3]([OH:2])=[CH:4][C:5]=2[N:9]=[CH:8]1. (2) Reactant: Cl[C:2]1[C:7]([C:8]#[N:9])=[C:6]([NH:10][C:11]2[CH:16]=[CH:15][CH:14]=[CH:13][C:12]=2[S:17]([CH:20]([CH3:22])[CH3:21])(=[O:19])=[O:18])[N:5]=[C:4]([NH:23][C:24]2[CH:29]=[C:28]([CH3:30])[C:27]([CH:31]3[CH2:36][CH2:35][N:34]([CH3:37])[CH2:33][CH2:32]3)=[CH:26][C:25]=2[O:38][CH:39]([CH3:41])[CH3:40])[N:3]=1.[NH2:42][NH2:43]. Product: [CH:39]([O:38][C:25]1[CH:26]=[C:27]([CH:31]2[CH2:32][CH2:33][N:34]([CH3:37])[CH2:35][CH2:36]2)[C:28]([CH3:30])=[CH:29][C:24]=1[NH:23][C:4]1[N:3]=[C:2]2[NH:42][N:43]=[C:8]([NH2:9])[C:7]2=[C:6]([NH:10][C:11]2[CH:16]=[CH:15][CH:14]=[CH:13][C:12]=2[S:17]([CH:20]([CH3:22])[CH3:21])(=[O:19])=[O:18])[N:5]=1)([CH3:41])[CH3:40]. The catalyst class is: 32. (3) Reactant: [CH3:1][C:2]1C=C[C:5](S(Cl)(=O)=O)=[CH:4][CH:3]=1.C(O)CCC#C.N1C=CC=CC=1.CC1C=CC(S(OCCCC#C)(=O)=O)=CC=1.[O:40]=[CH:41][C:42]1[CH:50]=[CH:49][C:47]([OH:48])=[C:44]([O:45][CH3:46])[CH:43]=1. Product: [CH3:46][O:45][C:44]1[CH:43]=[C:42]([CH:50]=[CH:49][C:47]=1[O:48][CH2:5][CH2:4][CH2:3][C:2]#[CH:1])[CH:41]=[O:40]. The catalyst class is: 2.